Dataset: Full USPTO retrosynthesis dataset with 1.9M reactions from patents (1976-2016). Task: Predict the reactants needed to synthesize the given product. Given the product [ClH:35].[CH2:1]([O:3][C:4](=[O:34])[C@@H:5]([NH2:26])[CH2:6][NH2:7])[CH3:2], predict the reactants needed to synthesize it. The reactants are: [CH2:1]([O:3][C:4](=[O:34])[C@@H:5]([NH:26]C(OC(C)(C)C)=O)[CH2:6][NH:7]C([C@@H]1CCCN(C(OCC2C=CC=CC=2)=O)C1)=O)[CH3:2].[ClH:35].